From a dataset of Catalyst prediction with 721,799 reactions and 888 catalyst types from USPTO. Predict which catalyst facilitates the given reaction. (1) Reactant: C([O:5][C:6](=[O:37])[C:7]([CH3:36])([S:9][C:10]1[CH:35]=[CH:34][C:13]([C:14]([O:16][CH2:17][C:18]2[N:22]([CH2:23][CH2:24][CH3:25])[N:21]=[C:20]([CH2:26][C:27]3[CH:32]=[CH:31][C:30]([CH3:33])=[CH:29][CH:28]=3)[CH:19]=2)=[O:15])=[CH:12][CH:11]=1)[CH3:8])(C)(C)C.O1CCOCC1. Product: [CH3:8][C:7]([S:9][C:10]1[CH:11]=[CH:12][C:13]([C:14]([O:16][CH2:17][C:18]2[N:22]([CH2:23][CH2:24][CH3:25])[N:21]=[C:20]([CH2:26][C:27]3[CH:32]=[CH:31][C:30]([CH3:33])=[CH:29][CH:28]=3)[CH:19]=2)=[O:15])=[CH:34][CH:35]=1)([CH3:36])[C:6]([OH:37])=[O:5]. The catalyst class is: 5. (2) Reactant: [Cl:1][C:2]1[C:7]([C:8]2[CH:13]=[CH:12][CH:11]=[CH:10][CH:9]=2)=[N:6][N:5]=[C:4]2[N:14]([CH2:23][C:24]([OH:26])=O)[N:15]=[C:16]([C:17]3[CH:22]=[CH:21][CH:20]=[CH:19][CH:18]=3)[C:3]=12.[N:27]1[CH:32]=[CH:31][CH:30]=[C:29]([CH2:33][NH2:34])[CH:28]=1.C(N(C(C)C)CC)(C)C.F[P-](F)(F)(F)(F)F.N1(OC(N(C)C)=[N+](C)C)C2N=CC=CC=2N=N1. Product: [Cl:1][C:2]1[C:7]([C:8]2[CH:9]=[CH:10][CH:11]=[CH:12][CH:13]=2)=[N:6][N:5]=[C:4]2[N:14]([CH2:23][C:24]([NH:34][CH2:33][C:29]3[CH:28]=[N:27][CH:32]=[CH:31][CH:30]=3)=[O:26])[N:15]=[C:16]([C:17]3[CH:18]=[CH:19][CH:20]=[CH:21][CH:22]=3)[C:3]=12. The catalyst class is: 31. (3) Reactant: [C:1]([O:5][C:6]1[N:11]=[C:10]([O:12][C:13]([CH3:16])([CH3:15])[CH3:14])[C:9](B(O)O)=[CH:8][N:7]=1)([CH3:4])([CH3:3])[CH3:2].C(=O)([O-])[O-].[Na+].[Na+].Cl[C:27]1[C:28]2[CH:35]=[CH:34][NH:33][C:29]=2[N:30]=[CH:31][N:32]=1. Product: [C:1]([O:5][C:6]1[N:11]=[C:10]([O:12][C:13]([CH3:16])([CH3:15])[CH3:14])[C:9]([C:27]2[C:28]3[CH:35]=[CH:34][NH:33][C:29]=3[N:30]=[CH:31][N:32]=2)=[CH:8][N:7]=1)([CH3:4])([CH3:3])[CH3:2]. The catalyst class is: 659. (4) Reactant: C(OC([N:8]1[C:16]2[C:11](=[CH:12][CH:13]=[CH:14][CH:15]=2)[CH:10]=[C:9]1[C:17]1[CH:22]=[C:21]([C:23]2[CH:28]=[C:27]([CH2:29][NH:30][CH3:31])[C:26]([O:32]COCC[Si](C)(C)C)=[C:25]([O:41][CH3:42])[CH:24]=2)[N:20]=[N:19][C:18]=1[O:43]C)=O)(C)(C)C.FC(F)(F)C(O)=O. Product: [OH:32][C:26]1[C:27]([CH2:29][NH:30][CH3:31])=[CH:28][C:23]([C:21]2[CH:22]=[C:17]([C:9]3[NH:8][C:16]4[C:11]([CH:10]=3)=[CH:12][CH:13]=[CH:14][CH:15]=4)[C:18](=[O:43])[NH:19][N:20]=2)=[CH:24][C:25]=1[O:41][CH3:42]. The catalyst class is: 4.